Dataset: Forward reaction prediction with 1.9M reactions from USPTO patents (1976-2016). Task: Predict the product of the given reaction. (1) Given the reactants C([N:8]1[CH2:12][CH2:11][C:10]([C:14]2[CH:19]=[C:18]([F:20])[CH:17]=[C:16]([F:21])[CH:15]=2)([OH:13])[CH2:9]1)C1C=CC=CC=1.C([SiH](CC)CC)C, predict the reaction product. The product is: [F:21][C:16]1[CH:15]=[C:14]([C:10]2([OH:13])[CH2:11][CH2:12][NH:8][CH2:9]2)[CH:19]=[C:18]([F:20])[CH:17]=1. (2) Given the reactants Br[C:2]1[CH:3]=[C:4]([C:8]2[CH:9]=[C:10]([NH:15][C:16]3[N:21]=[C:20]([C:22]([F:25])([F:24])[F:23])[CH:19]=[CH:18][N:17]=3)[CH:11]=[C:12]([CH3:14])[CH:13]=2)[CH:5]=[N:6][CH:7]=1.[CH3:26][O:27][CH2:28][CH2:29][NH2:30].CC1(C)C2C(=C(P(C3C=CC=CC=3)C3C=CC=CC=3)C=CC=2)OC2C(P(C3C=CC=CC=3)C3C=CC=CC=3)=CC=CC1=2.C([O-])([O-])=O.[Cs+].[Cs+], predict the reaction product. The product is: [CH3:26][O:27][CH2:28][CH2:29][NH:30][C:2]1[CH:3]=[C:4]([C:8]2[CH:9]=[C:10]([NH:15][C:16]3[N:21]=[C:20]([C:22]([F:25])([F:24])[F:23])[CH:19]=[CH:18][N:17]=3)[CH:11]=[C:12]([CH3:14])[CH:13]=2)[CH:5]=[N:6][CH:7]=1.